Dataset: Reaction yield outcomes from USPTO patents with 853,638 reactions. Task: Predict the reaction yield, written as a fraction of the theoretical maximum amount of product (1.0 means a 100% yield; for example, 0.34 means a 34% yield). (1) The reactants are [OH:1][C:2]([C:5]1[CH:17]=[C:16]2[C:8]([C:9]3[C:10](B4OC(C)(C)C(C)(C)O4)=[CH:11][CH:12]=[C:13]([C:18]([NH2:20])=[O:19])[C:14]=3[NH:15]2)=[CH:7][CH:6]=1)([CH3:4])[CH3:3].Br[C:31]1[C:32]([CH3:49])=[C:33]([NH:37][C:38]2[C:47]3[C:42](=[C:43]([F:48])[CH:44]=[CH:45][CH:46]=3)[N:41]=[CH:40][N:39]=2)[CH:34]=[CH:35][CH:36]=1.C(=O)([O-])[O-].[Na+].[Na+]. The catalyst is C1(C)C=CC=CC=1.C(O)C.C1C=CC([P]([Pd]([P](C2C=CC=CC=2)(C2C=CC=CC=2)C2C=CC=CC=2)([P](C2C=CC=CC=2)(C2C=CC=CC=2)C2C=CC=CC=2)[P](C2C=CC=CC=2)(C2C=CC=CC=2)C2C=CC=CC=2)(C2C=CC=CC=2)C2C=CC=CC=2)=CC=1. The product is [F:48][C:43]1[CH:44]=[CH:45][CH:46]=[C:47]2[C:42]=1[N:41]=[CH:40][N:39]=[C:38]2[NH:37][C:33]1[C:32]([CH3:49])=[C:31]([C:10]2[C:9]3[C:8]4[C:16](=[CH:17][C:5]([C:2]([OH:1])([CH3:4])[CH3:3])=[CH:6][CH:7]=4)[NH:15][C:14]=3[C:13]([C:18]([NH2:20])=[O:19])=[CH:12][CH:11]=2)[CH:36]=[CH:35][CH:34]=1. The yield is 0.610. (2) The reactants are [CH2:1]([O:5][C:6]1[CH:11]=[CH:10][C:9]([S:12]([NH:15][C@H:16]([C:20]([S:23][CH2:24][CH2:25][CH2:26][OH:27])([CH3:22])[CH3:21])[C:17]([OH:19])=[O:18])(=[O:14])=[O:13])=[CH:8][CH:7]=1)[C:2]#[C:3][CH3:4].[C:28](Br)([CH3:31])([CH3:30])[CH3:29].C(=O)([O-])[O-].[K+].[K+]. The catalyst is CC(N(C)C)=O.[Cl-].C([N+](CC)(CC)CC)C1C=CC=CC=1. The product is [CH2:1]([O:5][C:6]1[CH:11]=[CH:10][C:9]([S:12]([NH:15][C@H:16]([C:20]([S:23][CH2:24][CH2:25][CH2:26][OH:27])([CH3:21])[CH3:22])[C:17]([O:19][C:28]([CH3:31])([CH3:30])[CH3:29])=[O:18])(=[O:14])=[O:13])=[CH:8][CH:7]=1)[C:2]#[C:3][CH3:4]. The yield is 0.560. (3) The reactants are [F:1][C:2]1[CH:9]=[C:8]([O:10]C)[CH:7]=[C:6]([O:12]C)[C:3]=1[CH:4]=[O:5].B(Br)(Br)Br. The catalyst is ClCCl. The product is [F:1][C:2]1[CH:9]=[C:8]([OH:10])[CH:7]=[C:6]([OH:12])[C:3]=1[CH:4]=[O:5]. The yield is 0.764. (4) The reactants are [C:1]([O:7][CH2:8][N:9]1[C:13]2[N:14]=[N:15][CH:16]=[C:17]([C:18]3[CH:19]=[N:20][NH:21][CH:22]=3)[C:12]=2[CH:11]=[CH:10]1)(=[O:6])[C:2]([CH3:5])([CH3:4])[CH3:3].[CH:23]1(/[CH:26]=[CH:27]/[C:28]#[N:29])[CH2:25][CH2:24]1.C1CCN2C(=NCCC2)CC1. The catalyst is C(#N)C. The product is [C:1]([O:7][CH2:8][N:9]1[C:13]2[N:14]=[N:15][CH:16]=[C:17]([C:18]3[CH:19]=[N:20][N:21]([CH:26]([CH:23]4[CH2:25][CH2:24]4)[CH2:27][C:28]#[N:29])[CH:22]=3)[C:12]=2[CH:11]=[CH:10]1)(=[O:6])[C:2]([CH3:5])([CH3:4])[CH3:3]. The yield is 0.410. (5) The reactants are [Br:1][C:2]1[CH:7]=[C:6]([Cl:8])[C:5]([S:9](Cl)(=[O:11])=[O:10])=[C:4]([Cl:13])[CH:3]=1.[NH2:14][C:15]1[C:16]([CH2:22][CH:23]([CH3:25])[CH3:24])=[N:17][N:18]([CH3:21])[C:19]=1[CH3:20]. The catalyst is N1C=CC=CC=1. The product is [Br:1][C:2]1[CH:7]=[C:6]([Cl:8])[C:5]([S:9]([NH:14][C:15]2[C:16]([CH2:22][CH:23]([CH3:25])[CH3:24])=[N:17][N:18]([CH3:21])[C:19]=2[CH3:20])(=[O:11])=[O:10])=[C:4]([Cl:13])[CH:3]=1. The yield is 0.120. (6) The product is [C:24]([NH2:28])([CH3:27])([CH3:26])[CH3:25].[NH2:1][CH2:2][C:3]1[C:4]([CH2:20][CH:21]([CH3:23])[CH3:22])=[N:5][C:6]([CH3:19])=[C:7]([C:11]=1[C:12]1[CH:17]=[CH:16][C:15]([CH3:18])=[CH:14][CH:13]=1)[C:8]([OH:10])=[O:9]. The reactants are [NH2:1][CH2:2][C:3]1[C:4]([CH2:20][CH:21]([CH3:23])[CH3:22])=[N:5][C:6]([CH3:19])=[C:7]([C:11]=1[C:12]1[CH:17]=[CH:16][C:15]([CH3:18])=[CH:14][CH:13]=1)[C:8]([OH:10])=[O:9].[C:24]([NH2:28])([CH3:27])([CH3:26])[CH3:25]. The yield is 0.630. The catalyst is O.C(#N)C.